From a dataset of Forward reaction prediction with 1.9M reactions from USPTO patents (1976-2016). Predict the product of the given reaction. (1) Given the reactants [NH:1]1[C:9]2[C:4](=[CH:5][CH:6]=[C:7]([C:10]([OH:12])=[O:11])[CH:8]=2)[CH:3]=[CH:2]1.[C:13](=O)([O-])[O-].[K+].[K+].IC.O, predict the reaction product. The product is: [NH:1]1[C:9]2[C:4](=[CH:5][CH:6]=[C:7]([C:10]([O:12][CH3:13])=[O:11])[CH:8]=2)[CH:3]=[CH:2]1. (2) Given the reactants [CH2:1]([O:8][CH2:9][C@H:10]([CH3:13])[CH2:11]O)[C:2]1[CH:7]=[CH:6][CH:5]=[CH:4][CH:3]=1.[CH2:14]([N:16](CC)CC)C.CS(Cl)(=O)=O.[C-]#N.[Na+], predict the reaction product. The product is: [CH2:1]([O:8][CH2:9][C@H:10]([CH3:13])[CH2:11][C:14]#[N:16])[C:2]1[CH:7]=[CH:6][CH:5]=[CH:4][CH:3]=1. (3) Given the reactants [Cl:1][C:2]1[CH:7]=[CH:6][C:5]([S:8]([NH:11][CH:12]2[CH2:17][CH:16]3[CH:18]([OH:19])[CH:13]2[CH2:14][CH2:15]3)(=[O:10])=[O:9])=[CH:4][CH:3]=1.C(=O)([O-])[O-].[Cs+].[Cs+].[Br:26][C:27]1[CH:32]=[CH:31][C:30]([CH2:33]Br)=[CH:29][CH:28]=1.ClC1C=CC(S(N(CC2C=CC(C#N)=CC=2)[C@@H]2CCC[C@H]2CO)(=O)=O)=CC=1, predict the reaction product. The product is: [Br:26][C:27]1[CH:32]=[CH:31][C:30]([CH2:33][N:11]([CH:12]2[CH2:17][CH:16]3[CH:18]([OH:19])[CH:13]2[CH2:14][CH2:15]3)[S:8]([C:5]2[CH:6]=[CH:7][C:2]([Cl:1])=[CH:3][CH:4]=2)(=[O:9])=[O:10])=[CH:29][CH:28]=1. (4) Given the reactants [F:1][C:2]1[C:7]([NH2:8])=[C:6]([F:9])[C:5]([F:10])=[CH:4][C:3]=1[NH2:11].C(Cl)Cl.N1C=CC=CC=1.[CH2:21]([S:24](Cl)(=[O:26])=[O:25])[CH2:22][CH3:23], predict the reaction product. The product is: [NH2:8][C:7]1[C:2]([F:1])=[C:3]([NH:11][S:24]([CH2:21][CH2:22][CH3:23])(=[O:26])=[O:25])[CH:4]=[C:5]([F:10])[C:6]=1[F:9]. (5) Given the reactants [CH3:1][C:2]1[CH2:7][CH2:6][CH2:5][C:4]([CH3:9])([CH3:8])[C:3]=1[CH2:10][OH:11].[F:12][C:13]([F:22])([F:21])[C:14]1[CH:15]=[C:16](O)[CH:17]=[CH:18][CH:19]=1.C1(P(C2C=CC=CC=2)C2C=CC=CC=2)C=CC=CC=1.N(C(OCC)=O)=NC(OCC)=O, predict the reaction product. The product is: [F:12][C:13]([F:22])([F:21])[C:14]1[CH:15]=[CH:16][CH:17]=[C:18]([O:11][CH2:10][C:3]2[C:4]([CH3:8])([CH3:9])[CH2:5][CH2:6][CH2:7][C:2]=2[CH3:1])[CH:19]=1. (6) Given the reactants Cl.Cl.[F:3][C:4]1[CH:5]=[CH:6][C:7]2[N:11]=[C:10]([C@@H:12]([NH2:14])[CH3:13])[N:9]([C:15]3[CH:20]=[CH:19][CH:18]=[CH:17][CH:16]=3)[C:8]=2[C:21]=1[CH3:22].Cl[C:24]1[N:32]=[CH:31][N:30]=[C:29]2[C:25]=1[N:26]=[CH:27][N:28]2C1CCCCO1.CCN(C(C)C)C(C)C.Cl, predict the reaction product. The product is: [F:3][C:4]1[CH:5]=[CH:6][C:7]2[N:11]=[C:10]([C@@H:12]([NH:14][C:24]3[N:32]=[CH:31][N:30]=[C:29]4[C:25]=3[N:26]=[CH:27][NH:28]4)[CH3:13])[N:9]([C:15]3[CH:16]=[CH:17][CH:18]=[CH:19][CH:20]=3)[C:8]=2[C:21]=1[CH3:22].